This data is from Forward reaction prediction with 1.9M reactions from USPTO patents (1976-2016). The task is: Predict the product of the given reaction. (1) Given the reactants [CH:1]1([C:4]2[N:8]([C:9]3[CH:18]=[CH:17][CH:16]=[C:15]4[C:10]=3[CH:11]=[CH:12][CH:13]=[N:14]4)[N:7]=[CH:6][C:5]=2[C:19]([NH:21][C:22]([NH2:24])=[NH:23])=[O:20])[CH2:3][CH2:2]1, predict the reaction product. The product is: [CH2:19]([O-:20])[CH3:5].[CH:1]1([C:4]2[N:8]([C:9]3[CH:18]=[CH:17][CH:16]=[C:15]4[C:10]=3[CH:11]=[CH:12][CH:13]=[N:14]4)[N:7]=[CH:6][C:5]=2[C:19]([NH:21][C:22]([NH2:24])=[NH:23])=[O:20])[CH2:2][CH2:3]1. (2) Given the reactants C(=O)([O-])[O-].[Cs+].[Cs+].[F:7][CH2:8][CH:9]([CH2:16][F:17])[CH2:10][CH:11]([OH:15])[CH2:12][NH:13][CH3:14].Br[CH2:19][C:20]1[C:21]([Cl:27])=[N:22][C:23]([Cl:26])=[CH:24][CH:25]=1, predict the reaction product. The product is: [Cl:27][C:21]1[C:20]([CH2:19][N:13]([CH3:14])[CH2:12][CH:11]([OH:15])[CH2:10][CH:9]([CH2:8][F:7])[CH2:16][F:17])=[CH:25][CH:24]=[C:23]([Cl:26])[N:22]=1. (3) Given the reactants [C:1]([O:5][C:6]([NH:8][C@@H:9]1[CH2:13][CH2:12][NH:11][CH2:10]1)=[O:7])([CH3:4])([CH3:3])[CH3:2].[CH2:14]([O:16][C:17](=[O:20])[CH2:18]Br)[CH3:15], predict the reaction product. The product is: [CH2:14]([O:16][C:17](=[O:20])[CH2:18][N:11]1[CH2:12][CH2:13][C@@H:9]([NH:8][C:6]([O:5][C:1]([CH3:4])([CH3:2])[CH3:3])=[O:7])[CH2:10]1)[CH3:15]. (4) Given the reactants [NH2:1][C:2]1[S:6][N:5]=[C:4](/[C:7](=[N:38]/[O:39][C:40]([C:43]([O:45]C(C)(C)C)=[O:44])([CH3:42])[CH3:41])/[C:8]([NH:10][C@@H:11]2[C:36](=[O:37])[N:13]3[C:14]([C:20]([O:22]C(C4C=CC=CC=4)C4C=CC=CC=4)=[O:21])=[C:15]([CH2:18]I)[CH2:16][S:17][C@H:12]23)=[O:9])[N:3]=1.C[Si](C)(C)NC(=O)C.C(OC([NH:65][CH2:66][CH2:67][NH:68][C:69](=[O:97])[NH:70][C:71]1[CH:72]=[N:73][N:74]([CH3:96])[C:75]=1[NH:76]C(C1C=CC=CC=1)(C1C=CC=CC=1)C1C=CC=CC=1)=O)(C)(C)C.C(OCC)(=O)C, predict the reaction product. The product is: [NH2:1][C:2]1[S:6][N:5]=[C:4](/[C:7](=[N:38]/[O:39][C:40]([C:43]([OH:45])=[O:44])([CH3:42])[CH3:41])/[C:8]([NH:10][C@@H:11]2[C:36](=[O:37])[N:13]3[C:14]([C:20]([O-:22])=[O:21])=[C:15]([CH2:18][N+:73]4[N:74]([CH3:96])[C:75]([NH2:76])=[C:71]([NH:70][C:69]([NH:68][CH2:67][CH2:66][NH2:65])=[O:97])[CH:72]=4)[CH2:16][S:17][C@H:12]23)=[O:9])[N:3]=1. (5) The product is: [NH2:1][C:2]1[C:3]([CH3:13])=[C:4]([C:9]([Br:14])=[C:10]([F:12])[CH:11]=1)[C:5]([O:7][CH3:8])=[O:6]. Given the reactants [NH2:1][C:2]1[C:3]([CH3:13])=[C:4]([CH:9]=[C:10]([F:12])[CH:11]=1)[C:5]([O:7][CH3:8])=[O:6].[Br:14]N1C(=O)CCC1=O, predict the reaction product. (6) Given the reactants [CH:1]([O:4][CH2:5][CH2:6][CH2:7][NH2:8])([CH3:3])[CH3:2].[C:9]([N:12]1[C:21]2[C:16](=[CH:17][C:18]([C:22](O)=[O:23])=[CH:19][CH:20]=2)[C:15]([C:26]2[CH:31]=[CH:30][CH:29]=[CH:28][CH:27]=2)([CH3:25])[CH2:14][C:13]1([CH3:33])[CH3:32])(=[O:11])[CH3:10].CN(C(ON1N=NC2C=CC=NC1=2)=[N+](C)C)C.F[P-](F)(F)(F)(F)F.C(N(CC)C(C)C)(C)C, predict the reaction product. The product is: [C:9]([N:12]1[C:21]2[C:16](=[CH:17][C:18]([C:22]([NH:8][CH2:7][CH2:6][CH2:5][O:4][CH:1]([CH3:3])[CH3:2])=[O:23])=[CH:19][CH:20]=2)[C:15]([C:26]2[CH:31]=[CH:30][CH:29]=[CH:28][CH:27]=2)([CH3:25])[CH2:14][C:13]1([CH3:33])[CH3:32])(=[O:11])[CH3:10]. (7) Given the reactants [N+:1]([C:4]1[CH:11]=[CH:10][C:7]([CH2:8]Br)=[CH:6][CH:5]=1)([O-:3])=[O:2].[NH:12]1[CH2:17][CH2:16][O:15][CH2:14][CH2:13]1.C(=O)([O-])[O-].[K+].[K+], predict the reaction product. The product is: [N+:1]([C:4]1[CH:11]=[CH:10][C:7]([CH2:8][N:12]2[CH2:17][CH2:16][O:15][CH2:14][CH2:13]2)=[CH:6][CH:5]=1)([O-:3])=[O:2]. (8) Given the reactants Cl[C:2]1[N:7]=[C:6]([N:8]2[CH2:11][CH:10]([O:12][C:13]3[CH:18]=[CH:17][C:16]([Cl:19])=[CH:15][C:14]=3[F:20])[CH2:9]2)[N:5]=[C:4]([CH3:21])[N:3]=1.CCN(C(C)C)C(C)C.[NH2:31][C:32]1[CH:33]=[C:34]([CH:39]=[CH:40][CH:41]=1)[C:35]([NH:37][CH3:38])=[O:36], predict the reaction product. The product is: [Cl:19][C:16]1[CH:17]=[CH:18][C:13]([O:12][CH:10]2[CH2:11][N:8]([C:6]3[N:5]=[C:4]([CH3:21])[N:3]=[C:2]([NH:31][C:32]4[CH:33]=[C:34]([CH:39]=[CH:40][CH:41]=4)[C:35]([NH:37][CH3:38])=[O:36])[N:7]=3)[CH2:9]2)=[C:14]([F:20])[CH:15]=1.